This data is from Peptide-MHC class II binding affinity with 134,281 pairs from IEDB. The task is: Regression. Given a peptide amino acid sequence and an MHC pseudo amino acid sequence, predict their binding affinity value. This is MHC class II binding data. (1) The peptide sequence is YDKFLFNVSTVLTGK. The MHC is DRB1_0405 with pseudo-sequence DRB1_0405. The binding affinity (normalized) is 0.165. (2) The peptide sequence is CDMLRLIDYNKAALS. The MHC is DRB1_0901 with pseudo-sequence DRB1_0901. The binding affinity (normalized) is 0.605.